Dataset: Forward reaction prediction with 1.9M reactions from USPTO patents (1976-2016). Task: Predict the product of the given reaction. (1) The product is: [CH2:13]([NH:12][C:6]1([C:10]#[N:11])[CH2:7][CH2:8][CH2:9][CH2:5]1)[CH3:14]. Given the reactants COCO[CH:5]1[CH2:9][CH2:8][CH2:7][C:6]1([NH:12][CH3:13])[C:10]#[N:11].[C:14]1(=O)CCCC1, predict the reaction product. (2) Given the reactants [Br:1][C:2]1[C:3]([N:24]([CH3:29])[S:25]([CH3:28])(=[O:27])=[O:26])=[CH:4][C:5]2[O:9][C:8]([C:10]3[CH:14]([CH3:15])[CH:13](OCC)[O:12][N:11]=3)=[C:7]([C:19]([NH:21][CH3:22])=[O:20])[C:6]=2[CH:23]=1, predict the reaction product. The product is: [Br:1][C:2]1[C:3]([N:24]([CH3:29])[S:25]([CH3:28])(=[O:27])=[O:26])=[CH:4][C:5]2[O:9][C:8]([C:10]3[C:14]([CH3:15])=[CH:13][O:12][N:11]=3)=[C:7]([C:19]([NH:21][CH3:22])=[O:20])[C:6]=2[CH:23]=1. (3) Given the reactants [Br:1][C:2]1[CH:3]=[C:4]2[C:9](=[CH:10][CH:11]=1)[O:8][CH:7]=[CH:6][C:5]2=O.[CH3:13][NH:14][NH2:15].B(F)(F)F.CCOCC, predict the reaction product. The product is: [Br:1][C:2]1[CH:11]=[CH:10][C:9]([OH:8])=[C:4]([C:5]2[N:14]([CH3:13])[N:15]=[CH:7][CH:6]=2)[CH:3]=1. (4) The product is: [Cl:1][C:2]1[CH:3]=[CH:4][C:5]([C:6]([NH:8][CH2:9][CH2:10][NH:11][C:12]([C:13]2[CH:18]=[CH:17][C:16]([O:19][C@@H:25]3[CH2:30][CH2:29][C@H:28]([C:31]([O:33][CH2:34][CH3:35])=[O:32])[CH2:27][CH2:26]3)=[CH:15][C:14]=2[F:20])=[O:21])=[O:7])=[CH:22][CH:23]=1. Given the reactants [Cl:1][C:2]1[CH:23]=[CH:22][C:5]([C:6]([NH:8][CH2:9][CH2:10][NH:11][C:12](=[O:21])[C:13]2[CH:18]=[CH:17][C:16]([OH:19])=[CH:15][C:14]=2[F:20])=[O:7])=[CH:4][CH:3]=1.O[C@H:25]1[CH2:30][CH2:29][C@H:28]([C:31]([O:33][CH2:34][CH3:35])=[O:32])[CH2:27][CH2:26]1.C1(P(C2C=CC=CC=2)C2C=CC=CC=2)C=CC=CC=1.N(C(OCC)=O)=NC(OCC)=O, predict the reaction product. (5) Given the reactants [CH3:1][C:2]1[NH:6][C:5]([C:7]2[C:11]([NH2:12])=[CH:10][N:9]([CH:13]3[CH2:18][CH2:17][CH2:16][CH2:15][O:14]3)[N:8]=2)=[N:4][C:3]=1[C:19]([F:22])([F:21])[F:20].[CH2:23](Cl)CCl.C1C=CC2N(O)N=NC=2C=1.[F:37][C:38]1[CH:46]=[CH:45][CH:44]=[C:43]([O:47][CH3:48])[C:39]=1[C:40](O)=[O:41], predict the reaction product. The product is: [F:37][C:38]1[CH:46]=[CH:45][CH:44]=[C:43]([O:47][CH3:48])[C:39]=1[C:40]([N:12]([CH3:23])[C:11]1[C:7]([C:5]2[NH:6][C:2]([CH3:1])=[C:3]([C:19]([F:22])([F:20])[F:21])[N:4]=2)=[N:8][N:9]([CH:13]2[CH2:18][CH2:17][CH2:16][CH2:15][O:14]2)[CH:10]=1)=[O:41]. (6) Given the reactants CS(O[CH2:6][CH2:7][C@H:8]1[O:14][C@H:13]([C:15]2[CH:20]=[CH:19][CH:18]=[C:17]([O:21][CH3:22])[C:16]=2[O:23][CH3:24])[C:12]2[CH:25]=[C:26]([Cl:29])[CH:27]=[CH:28][C:11]=2[N:10]2[CH:30]=[CH:31][CH:32]=[C:9]12)(=O)=O.[CH3:33][C:34]([O:40][CH2:41][C:42]1[NH:46][N:45]=[N:44][N:43]=1)([CH3:39])[C:35]([O:37][CH3:38])=[O:36].C(=O)([O-])[O-].[K+].[K+], predict the reaction product. The product is: [Cl:29][C:26]1[CH:27]=[CH:28][C:11]2[N:10]3[CH:30]=[CH:31][CH:32]=[C:9]3[C@@H:8]([CH2:7][CH2:6][N:44]3[N:45]=[N:46][C:42]([CH2:41][O:40][C:34]([CH3:39])([CH3:33])[C:35]([O:37][CH3:38])=[O:36])=[N:43]3)[O:14][C@H:13]([C:15]3[CH:20]=[CH:19][CH:18]=[C:17]([O:21][CH3:22])[C:16]=3[O:23][CH3:24])[C:12]=2[CH:25]=1.[Cl:29][C:26]1[CH:27]=[CH:28][C:11]2[N:10]3[CH:30]=[CH:31][CH:32]=[C:9]3[C@@H:8]([CH2:7][CH2:6][N:45]3[NH:44][N:43]=[C:42]([CH2:41][O:40][C:34]([CH3:39])([CH3:33])[C:35]([O:37][CH3:38])=[O:36])[NH:46]3)[O:14][C@H:13]([C:15]3[CH:20]=[CH:19][CH:18]=[C:17]([O:21][CH3:22])[C:16]=3[O:23][CH3:24])[C:12]=2[CH:25]=1. (7) Given the reactants Cl[S:2]([C:5]1[CH:13]=[CH:12][C:8]([C:9]([OH:11])=[O:10])=[CH:7][CH:6]=1)(=[O:4])=[O:3].[CH3:14][O:15][C:16]1[CH:23]=[CH:22][C:19]([CH2:20][NH2:21])=[CH:18][CH:17]=1.C(N(CC)CC)C, predict the reaction product. The product is: [CH3:14][O:15][C:16]1[CH:23]=[CH:22][C:19]([CH2:20][NH:21][S:2]([C:5]2[CH:13]=[CH:12][C:8]([C:9]([OH:11])=[O:10])=[CH:7][CH:6]=2)(=[O:4])=[O:3])=[CH:18][CH:17]=1. (8) Given the reactants [C:1]([C:4]1[CH:9]=[CH:8][C:7]([S:10](Cl)(=[O:12])=[O:11])=[CH:6][CH:5]=1)(=[O:3])[CH3:2].N1C=CC=CC=1.[CH3:20][O:21][NH:22][CH3:23], predict the reaction product. The product is: [C:1]([C:4]1[CH:9]=[CH:8][C:7]([S:10]([N:22]([O:21][CH3:20])[CH3:23])(=[O:12])=[O:11])=[CH:6][CH:5]=1)(=[O:3])[CH3:2].